From a dataset of Forward reaction prediction with 1.9M reactions from USPTO patents (1976-2016). Predict the product of the given reaction. (1) Given the reactants [CH2:1]([C:3]1[S:7][C:6]2[CH:8]=[C:9]([OH:12])[CH:10]=[CH:11][C:5]=2[CH:4]=1)[CH3:2].[C:13](Cl)(=[O:15])[CH3:14].CCN(CC)CC, predict the reaction product. The product is: [C:13]([O:12][C:9]1[CH:10]=[CH:11][C:5]2[CH:4]=[C:3]([CH2:1][CH3:2])[S:7][C:6]=2[CH:8]=1)(=[O:15])[CH3:14]. (2) Given the reactants [C:1]1([CH:7]([C:11]2[CH:16]=[CH:15][CH:14]=[CH:13][CH:12]=2)[C:8]([OH:10])=O)[CH:6]=[CH:5][CH:4]=[CH:3][CH:2]=1.[CH3:17][O:18][C:19]1[CH:20]=[C:21]([C:27]2([CH2:32][NH2:33])[CH2:31][CH2:30][CH2:29][CH2:28]2)[CH:22]=[CH:23][C:24]=1[O:25][CH3:26].C(N(CC)CC)C.F[P-](F)(F)(F)(F)F.N1(OC(N(C)C)=[N+](C)C)C2N=CC=CC=2N=N1, predict the reaction product. The product is: [CH3:17][O:18][C:19]1[CH:20]=[C:21]([C:27]2([CH2:32][NH:33][C:8](=[O:10])[CH:7]([C:1]3[CH:2]=[CH:3][CH:4]=[CH:5][CH:6]=3)[C:11]3[CH:16]=[CH:15][CH:14]=[CH:13][CH:12]=3)[CH2:28][CH2:29][CH2:30][CH2:31]2)[CH:22]=[CH:23][C:24]=1[O:25][CH3:26].